The task is: Predict the product of the given reaction.. This data is from Forward reaction prediction with 1.9M reactions from USPTO patents (1976-2016). The product is: [C:1]([C:5]1[CH:6]=[CH:7][C:8]([C:9]([NH:27][C@@H:23]2[CH2:24][CH2:25][CH2:26][N:21]([C:14]([O:16][C:17]([CH3:20])([CH3:19])[CH3:18])=[O:15])[CH2:22]2)=[O:11])=[CH:12][CH:13]=1)([CH3:2])([CH3:3])[CH3:4]. Given the reactants [C:1]([C:5]1[CH:13]=[CH:12][C:8]([C:9]([OH:11])=O)=[CH:7][CH:6]=1)([CH3:4])([CH3:3])[CH3:2].[C:14]([N:21]1[CH2:26][CH2:25][CH2:24][C@@H:23]([NH2:27])[CH2:22]1)([O:16][C:17]([CH3:20])([CH3:19])[CH3:18])=[O:15].F[P-](F)(F)(F)(F)F.N1(O[P+](N(C)C)(N(C)C)N(C)C)C2C=CC=CC=2N=N1.CN1CCOCC1, predict the reaction product.